Dataset: Full USPTO retrosynthesis dataset with 1.9M reactions from patents (1976-2016). Task: Predict the reactants needed to synthesize the given product. (1) The reactants are: [N:1]12[CH2:8][CH2:7][CH:4]([CH2:5][CH2:6]1)[C@H:3]([NH:9][C:10]([C:12]1[CH:13]=[CH:14][CH:15]=[C:16]3[O:20][C:19]([CH:21]4[CH2:26][CH2:25][CH2:24][CH2:23][CH2:22]4)=[N:18][C:17]=13)=[O:11])[CH2:2]2.[ClH:27]. Given the product [ClH:27].[N:1]12[CH2:8][CH2:7][CH:4]([CH2:5][CH2:6]1)[C@H:3]([NH:9][C:10]([C:12]1[CH:13]=[CH:14][CH:15]=[C:16]3[O:20][C:19]([CH:21]4[CH2:22][CH2:23][CH2:24][CH2:25][CH2:26]4)=[N:18][C:17]=13)=[O:11])[CH2:2]2, predict the reactants needed to synthesize it. (2) Given the product [NH2:18][C:16]1[N:15]=[C:14]([NH:19][CH:20]2[CH2:28][C:27]3[C:22](=[CH:23][CH:24]=[CH:25][CH:26]=3)[CH2:21]2)[N:13]=[C:12]([NH:11][CH2:10][C:7]2[CH:6]=[CH:5][C:4]([C:3]([OH:29])=[O:2])=[CH:9][CH:8]=2)[N:17]=1, predict the reactants needed to synthesize it. The reactants are: C[O:2][C:3](=[O:29])[C:4]1[CH:9]=[CH:8][C:7]([CH2:10][NH:11][C:12]2[N:17]=[C:16]([NH2:18])[N:15]=[C:14]([NH:19][CH:20]3[CH2:28][C:27]4[C:22](=[CH:23][CH:24]=[CH:25][CH:26]=4)[CH2:21]3)[N:13]=2)=[CH:6][CH:5]=1.O[Li].O.Cl. (3) Given the product [F:1][C:2]1[CH:7]=[CH:6][C:5]([F:8])=[CH:4][C:3]=1[C@H:9]1[CH2:13][CH2:12][CH2:11][N:10]1[C:14]1[CH:19]=[CH:18][N:17]2[N:20]=[CH:21][C:22]([C:23]3[N:27]=[N:26][N:25]([CH2:28][C:29]([N:31]4[CH2:36][CH2:35][N:34]([C:37]([O:39][C:40]([CH3:43])([CH3:42])[CH3:41])=[O:38])[CH2:33][CH2:32]4)=[O:30])[CH:24]=3)=[C:16]2[N:15]=1, predict the reactants needed to synthesize it. The reactants are: [F:1][C:2]1[CH:7]=[CH:6][C:5]([F:8])=[CH:4][C:3]=1[C@H:9]1[CH2:13][CH2:12][CH2:11][N:10]1[C:14]1[CH:19]=[CH:18][N:17]2[N:20]=[CH:21][C:22]([C:23]#[CH:24])=[C:16]2[N:15]=1.[N:25]([CH2:28][C:29]([N:31]1[CH2:36][CH2:35][N:34]([C:37]([O:39][C:40]([CH3:43])([CH3:42])[CH3:41])=[O:38])[CH2:33][CH2:32]1)=[O:30])=[N+:26]=[N-:27].O.[NH4+].[OH-]. (4) Given the product [CH2:44]([O:51][NH:52][C:11]([C:10]1[C:5]([NH:4][CH:1]2[CH2:3][CH2:2]2)=[N:6][C:7]([N:15]2[CH2:20][CH2:19][N:18]([CH3:21])[CH2:17][CH2:16]2)=[C:8]([F:14])[CH:9]=1)=[O:13])[C:45]1[CH:50]=[CH:49][CH:48]=[CH:47][CH:46]=1, predict the reactants needed to synthesize it. The reactants are: [CH:1]1([NH:4][C:5]2[C:10]([C:11]([OH:13])=O)=[CH:9][C:8]([F:14])=[C:7]([N:15]3[CH2:20][CH2:19][N:18]([CH3:21])[CH2:17][CH2:16]3)[N:6]=2)[CH2:3][CH2:2]1.C1C=CC2N(O)N=NC=2C=1.CCN=C=NCCCN(C)C.Cl.[CH2:44]([O:51][NH2:52])[C:45]1[CH:50]=[CH:49][CH:48]=[CH:47][CH:46]=1.C(N(CC)CC)C. (5) Given the product [CH3:3][O:4][CH2:5][CH2:6][CH2:7][CH2:8][C:9]1[N:16]([C:19]2[CH:24]=[CH:23][CH:22]=[CH:21][C:20]=2[CH3:25])[N:17]=[N:18][C:10]=1[C:11]([OH:13])=[O:12], predict the reactants needed to synthesize it. The reactants are: [H-].[Na+].[CH3:3][O:4][CH2:5][CH2:6][CH2:7][CH2:8][C:9](=O)[CH2:10][C:11]([O:13]C)=[O:12].[N:16]([C:19]1[CH:24]=[CH:23][CH:22]=[CH:21][C:20]=1[CH3:25])=[N+:17]=[N-:18]. (6) Given the product [CH2:11]([O:13][C:14](=[O:30])[CH2:15][O:16][C:17]1[CH:22]=[C:21]([CH:23]2[CH2:28][CH2:27][CH2:26][N:25]([C:48]([C:47]3[S:46][C:45]([C:51]4[CH:52]=[CH:53][C:54]([C:57]([F:60])([F:58])[F:59])=[CH:55][CH:56]=4)=[N:44][C:43]=3[CH3:42])=[O:49])[CH2:24]2)[CH:20]=[CH:19][C:18]=1[CH3:29])[CH3:12], predict the reactants needed to synthesize it. The reactants are: C(O)(=O)[C@@H]([C@H](C(O)=O)O)O.[CH2:11]([O:13][C:14](=[O:30])[CH2:15][O:16][C:17]1[CH:22]=[C:21]([CH:23]2[CH2:28][CH2:27][CH2:26][NH:25][CH2:24]2)[CH:20]=[CH:19][C:18]=1[CH3:29])[CH3:12].CN(C)CCCN=C=NCC.[CH3:42][C:43]1[N:44]=[C:45]([C:51]2[CH:56]=[CH:55][C:54]([C:57]([F:60])([F:59])[F:58])=[CH:53][CH:52]=2)[S:46][C:47]=1[C:48](O)=[O:49]. (7) Given the product [Br:1][C:2]1[CH:3]=[C:4]2[C:5]([C:6](=[O:8])[CH:16]([C:17]([O:19][CH2:20][CH3:21])=[O:18])[C:15](=[O:22])[N:11]2[CH:12]([CH3:14])[CH3:13])=[CH:9][CH:10]=1, predict the reactants needed to synthesize it. The reactants are: [Br:1][C:2]1[CH:10]=[CH:9][C:5]([C:6]([OH:8])=O)=[C:4]([N:11]([C:15](=[O:22])[CH2:16][C:17]([O:19][CH2:20][CH3:21])=[O:18])[CH:12]([CH3:14])[CH3:13])[CH:3]=1.C(N(CC)CC)C.S(Cl)(Cl)=O.